Dataset: Forward reaction prediction with 1.9M reactions from USPTO patents (1976-2016). Task: Predict the product of the given reaction. (1) Given the reactants [N+](C1C=CC(C([O:10][C@@H:11]2[C@H:15]([O:16][C:17]3[C:22]([F:23])=[CH:21][C:20]([N+:24]([O-:26])=[O:25])=[CH:19][C:18]=3[CH2:27][N:28]([C:30]([O:32][CH2:33][C:34]3[CH:39]=[CH:38][CH:37]=[CH:36][CH:35]=3)=[O:31])[CH3:29])[CH2:14][O:13][CH2:12]2)=O)=CC=1)([O-])=O.[OH-].[K+], predict the reaction product. The product is: [F:23][C:22]1[C:17]([O:16][C@H:15]2[C@@H:11]([OH:10])[CH2:12][O:13][CH2:14]2)=[C:18]([CH:19]=[C:20]([N+:24]([O-:26])=[O:25])[CH:21]=1)[CH2:27][N:28]([CH3:29])[C:30](=[O:31])[O:32][CH2:33][C:34]1[CH:39]=[CH:38][CH:37]=[CH:36][CH:35]=1. (2) Given the reactants [CH:1]1[CH:2]=[CH:3][C:4]2[S:14][C:13]3[CH:12]=[CH:11][C:10]([Cl:15])=[CH:9][C:8]=3[N:7]([CH2:16][CH2:17][CH2:18][N:19]3[CH2:24][CH2:23][N:22]([CH2:25][CH2:26][OH:27])[CH2:21][CH2:20]3)[C:5]=2[CH:6]=1.C(Cl)(=O)CCCC.[C:35]([OH:41])(=[O:40])[CH2:36][CH2:37][CH2:38][CH3:39], predict the reaction product. The product is: [CH:1]1[CH:2]=[CH:3][C:4]2[S:14][C:13]3[CH:12]=[CH:11][C:10]([Cl:15])=[CH:9][C:8]=3[N:7]([CH2:16][CH2:17][CH2:18][N:19]3[CH2:24][CH2:23][N:22]([CH2:25][CH2:26][OH:27])[CH2:21][CH2:20]3)[C:5]=2[CH:6]=1.[C:35]([O-:41])(=[O:40])[CH2:36][CH2:37][CH2:38][CH3:39].